This data is from Reaction yield outcomes from USPTO patents with 853,638 reactions. The task is: Predict the reaction yield, written as a fraction of the theoretical maximum amount of product (1.0 means a 100% yield; for example, 0.34 means a 34% yield). (1) The reactants are [CH:1](I)([CH3:3])[CH3:2].C(=O)([O-])[O-].[Cs+].[Cs+].[CH2:11]([N:18]1[CH2:23][CH2:22][CH:21]([NH:24][C:25]2[CH:33]=[CH:32][C:28]([C:29]([NH2:31])=[O:30])=[C:27]([OH:34])[CH:26]=2)[CH2:20][CH2:19]1)[C:12]1[CH:17]=[CH:16][CH:15]=[CH:14][CH:13]=1.O. The catalyst is CN(C)C=O. The product is [CH2:11]([N:18]1[CH2:23][CH2:22][CH:21]([NH:24][C:25]2[CH:33]=[CH:32][C:28]([C:29]([NH2:31])=[O:30])=[C:27]([O:34][CH:1]([CH3:3])[CH3:2])[CH:26]=2)[CH2:20][CH2:19]1)[C:12]1[CH:13]=[CH:14][CH:15]=[CH:16][CH:17]=1. The yield is 0.660. (2) The reactants are [OH:1][C:2]12[CH2:11][CH:6]3[CH2:7][CH:8]([CH2:10][CH:4]([C:5]3=[O:12])[CH2:3]1)[CH2:9]2.CN(C1C=CC=CN=1)C.[C:22](OC(=O)C)(=[O:24])[CH3:23]. The catalyst is ClCCl. The product is [O:12]=[C:5]1[CH:6]2[CH2:7][CH:8]3[CH2:9][C:2]([O:1][C:22](=[O:24])[CH3:23])([CH2:3][CH:4]1[CH2:10]3)[CH2:11]2. The yield is 0.958. (3) The reactants are Br[C:2]1[N:3]([CH2:9][O:10][CH2:11][CH2:12][Si:13]([CH3:16])([CH3:15])[CH3:14])[CH:4]=[C:5]([C:7]#[N:8])[N:6]=1.C([Mg]Cl)(C)C.C([C:24]([O:26][CH2:27][CH3:28])=[O:25])#N. The catalyst is C1COCC1. The product is [CH2:27]([O:26][C:24]([C:2]1[N:3]([CH2:9][O:10][CH2:11][CH2:12][Si:13]([CH3:16])([CH3:15])[CH3:14])[CH:4]=[C:5]([C:7]#[N:8])[N:6]=1)=[O:25])[CH3:28]. The yield is 0.740. (4) The reactants are [CH2:1]([N:3]([CH2:11][C:12]1[CH:13]=[N:14][CH:15]=[C:16]([C:19]2[CH:20]=[C:21]3[C:25](=[CH:26][CH:27]=2)[N:24]([CH:28]2[CH2:33][CH2:32][CH2:31][CH2:30][O:29]2)[N:23]=[C:22]3[C:34]2[NH:35][C:36]([C:39]([NH:41][CH2:42][C:43]3C=N[CH:46]=[CH:47][CH:48]=3)=[O:40])=[CH:37][N:38]=2)[C:17]=1[CH3:18])[C:4](=[O:10])[O:5][C:6]([CH3:9])([CH3:8])[CH3:7])[CH3:2].C(OC(N(CC1C(C)=C(C2C=C3C(=CC=2)N(C2CCCCO2)N=C3C2NC(C(O)=O)=CN=2)C=NC=1)CC)=O)(C)(C)C.C(N(C(C)C)CC)(C)C.N1CCCCC1.CN(C(ON1N=NC2C=CC=NC1=2)=[N+](C)C)C.F[P-](F)(F)(F)(F)F. The catalyst is C(Cl)Cl. The product is [CH2:1]([N:3]([CH2:11][C:12]1[CH:13]=[N:14][CH:15]=[C:16]([C:19]2[CH:20]=[C:21]3[C:25](=[CH:26][CH:27]=2)[N:24]([CH:28]2[CH2:33][CH2:32][CH2:31][CH2:30][O:29]2)[N:23]=[C:22]3[C:34]2[NH:35][C:36]([C:39]([N:41]3[CH2:46][CH2:47][CH2:48][CH2:43][CH2:42]3)=[O:40])=[CH:37][N:38]=2)[C:17]=1[CH3:18])[C:4](=[O:10])[O:5][C:6]([CH3:9])([CH3:7])[CH3:8])[CH3:2]. The yield is 0.460. (5) The reactants are [CH2:1]([O:8][N:9]1[C:15](=[O:16])[N:14]2[CH2:17][C@H:10]1[CH2:11][CH2:12][C@H:13]2[C:18]([OH:20])=O)[C:2]1[CH:7]=[CH:6][CH:5]=[CH:4][CH:3]=1.[NH2:21][O:22][CH2:23][C:24]1[C:32]2[CH:31]3[CH2:33][CH:28]([CH2:29][CH2:30]3)[C:27]=2[N:26]([CH3:34])[N:25]=1.ON1C2C=CC=CC=2N=N1.Cl.C(N=C=NCCCN(C)C)C. The catalyst is C(Cl)Cl. The product is [CH2:1]([O:8][N:9]1[C:15](=[O:16])[N:14]2[CH2:17][C@H:10]1[CH2:11][CH2:12][C@H:13]2[C:18]([NH:21][O:22][CH2:23][C:24]1[C:32]2[CH:31]3[CH2:33][CH:28]([CH2:29][CH2:30]3)[C:27]=2[N:26]([CH3:34])[N:25]=1)=[O:20])[C:2]1[CH:3]=[CH:4][CH:5]=[CH:6][CH:7]=1. The yield is 0.830. (6) The reactants are [CH:1]([C:3]1[C:4]([O:14][CH2:15][C:16]2[CH:40]=[CH:39][C:19]([O:20][CH2:21][C:22]3[N:23]=[C:24]([N:28]4[CH2:33][CH2:32][CH:31]([C:34]([O:36][CH2:37][CH3:38])=[O:35])[CH2:30][CH2:29]4)[S:25][C:26]=3[CH3:27])=[C:18]([O:41][CH3:42])[CH:17]=2)=[N:5][N:6]([C:8]2[CH:13]=[CH:12][CH:11]=[CH:10][CH:9]=2)[CH:7]=1)=O.[CH2:43](P(=O)(OCC)OCC)[P:44](=[O:51])([O:48][CH2:49][CH3:50])[O:45][CH2:46][CH3:47].CN(C)C=O.[H-].[Na+]. The catalyst is O. The product is [CH2:46]([O:45][P:44](/[CH:43]=[CH:1]/[C:3]1[C:4]([O:14][CH2:15][C:16]2[CH:40]=[CH:39][C:19]([O:20][CH2:21][C:22]3[N:23]=[C:24]([N:28]4[CH2:29][CH2:30][CH:31]([C:34]([O:36][CH2:37][CH3:38])=[O:35])[CH2:32][CH2:33]4)[S:25][C:26]=3[CH3:27])=[C:18]([O:41][CH3:42])[CH:17]=2)=[N:5][N:6]([C:8]2[CH:9]=[CH:10][CH:11]=[CH:12][CH:13]=2)[CH:7]=1)([O:48][CH2:49][CH3:50])=[O:51])[CH3:47]. The yield is 0.780. (7) The product is [Cl:18][CH2:19][C:20]([NH:7][C:6]1[CH:8]=[CH:9][CH:10]=[C:4]([N+:1]([O-:3])=[O:2])[CH:5]=1)=[O:21]. The catalyst is O1CCOCC1. The yield is 0.650. The reactants are [N+:1]([C:4]1[CH:5]=[C:6]([CH:8]=[CH:9][CH:10]=1)[NH2:7])([O-:3])=[O:2].C(N(CC)CC)C.[Cl:18][CH2:19][C:20](Cl)=[O:21].O.